Dataset: Peptide-MHC class II binding affinity with 134,281 pairs from IEDB. Task: Regression. Given a peptide amino acid sequence and an MHC pseudo amino acid sequence, predict their binding affinity value. This is MHC class II binding data. (1) The MHC is DRB1_0301 with pseudo-sequence DRB1_0301. The binding affinity (normalized) is 0.728. The peptide sequence is AASLRKAGKSVVVLNK. (2) The peptide sequence is DEINTIFSDYIPYVF. The MHC is HLA-DPA10201-DPB10101 with pseudo-sequence HLA-DPA10201-DPB10101. The binding affinity (normalized) is 0.244. (3) The peptide sequence is YYAIHKASPVLAFPA. The MHC is HLA-DQA10101-DQB10501 with pseudo-sequence HLA-DQA10101-DQB10501. The binding affinity (normalized) is 0.387. (4) The peptide sequence is FIIDGPNTPECPSAS. The MHC is DRB5_0101 with pseudo-sequence DRB5_0101. The binding affinity (normalized) is 0.183. (5) The peptide sequence is VTANRAELKALIASN. The MHC is DRB1_0101 with pseudo-sequence DRB1_0101. The binding affinity (normalized) is 0.563. (6) The peptide sequence is HEWCCRSCTLPPLRY. The MHC is DRB1_1501 with pseudo-sequence DRB1_1501. The binding affinity (normalized) is 0.212. (7) The peptide sequence is WNRQLYPEWTEAARLD. The MHC is DRB1_0401 with pseudo-sequence DRB1_0401. The binding affinity (normalized) is 0.426.